Regression. Given a peptide amino acid sequence and an MHC pseudo amino acid sequence, predict their binding affinity value. This is MHC class I binding data. From a dataset of Peptide-MHC class I binding affinity with 185,985 pairs from IEDB/IMGT. (1) The peptide sequence is GVFKVWHPI. The MHC is HLA-A02:01 with pseudo-sequence HLA-A02:01. The binding affinity (normalized) is 0.200. (2) The peptide sequence is KYIHCFRKPH. The MHC is HLA-A03:01 with pseudo-sequence HLA-A03:01. The binding affinity (normalized) is 0. (3) The peptide sequence is VWINNSWKF. The MHC is Patr-A0701 with pseudo-sequence Patr-A0701. The binding affinity (normalized) is 0.343. (4) The peptide sequence is MPIAAAIGT. The MHC is HLA-B27:03 with pseudo-sequence HLA-B27:03. The binding affinity (normalized) is 0.0847. (5) The peptide sequence is FVSCDFTIV. The MHC is HLA-A02:01 with pseudo-sequence HLA-A02:01. The binding affinity (normalized) is 0.687. (6) The peptide sequence is RAYAAMHLW. The MHC is HLA-A02:19 with pseudo-sequence HLA-A02:19. The binding affinity (normalized) is 0.0847. (7) The peptide sequence is SRSKPAAMY. The MHC is HLA-A68:02 with pseudo-sequence HLA-A68:02. The binding affinity (normalized) is 0.0847. (8) The binding affinity (normalized) is 0.325. The peptide sequence is PVDEYITTY. The MHC is HLA-A30:02 with pseudo-sequence HLA-A30:02.